This data is from Peptide-MHC class I binding affinity with 185,985 pairs from IEDB/IMGT. The task is: Regression. Given a peptide amino acid sequence and an MHC pseudo amino acid sequence, predict their binding affinity value. This is MHC class I binding data. (1) The peptide sequence is MHEDIISLW. The MHC is HLA-B58:01 with pseudo-sequence HLA-B58:01. The binding affinity (normalized) is 0.145. (2) The peptide sequence is AAFEDLRV. The MHC is HLA-A02:06 with pseudo-sequence HLA-A02:06. The binding affinity (normalized) is 0.0922. (3) The peptide sequence is GTIIVHPNK. The MHC is HLA-A02:01 with pseudo-sequence HLA-A02:01. The binding affinity (normalized) is 0.0847. (4) The peptide sequence is ETIGLVRAL. The MHC is HLA-A01:01 with pseudo-sequence HLA-A01:01. The binding affinity (normalized) is 0.0847. (5) The peptide sequence is EMKTDAATLA. The MHC is HLA-A02:02 with pseudo-sequence HLA-A02:02. The binding affinity (normalized) is 0.134. (6) The peptide sequence is LWKAGILYK. The MHC is Patr-A0401 with pseudo-sequence Patr-A0401. The binding affinity (normalized) is 0.765. (7) The peptide sequence is YSQGAFTPL. The MHC is HLA-A26:01 with pseudo-sequence HLA-A26:01. The binding affinity (normalized) is 0.213. (8) The peptide sequence is TPKKNCIAI. The MHC is HLA-B51:01 with pseudo-sequence HLA-B51:01. The binding affinity (normalized) is 0.376. (9) The peptide sequence is RRLTVCGGIMF. The MHC is HLA-A03:01 with pseudo-sequence HLA-A03:01. The binding affinity (normalized) is 0.213.